This data is from Forward reaction prediction with 1.9M reactions from USPTO patents (1976-2016). The task is: Predict the product of the given reaction. (1) Given the reactants [C:1]([O:5][C:6](=[O:22])[NH:7][C:8]1[CH:13]=[C:12](Cl)[C:11]([C:15]([F:18])([F:17])[F:16])=[CH:10][C:9]=1[N+:19]([O-:21])=[O:20])([CH3:4])([CH3:3])[CH3:2].[NH:23]1[CH2:27][CH2:26][CH2:25][CH2:24]1, predict the reaction product. The product is: [C:1]([O:5][C:6](=[O:22])[NH:7][C:8]1[CH:13]=[C:12]([N:23]2[CH2:27][CH2:26][CH2:25][CH2:24]2)[C:11]([C:15]([F:18])([F:17])[F:16])=[CH:10][C:9]=1[N+:19]([O-:21])=[O:20])([CH3:4])([CH3:3])[CH3:2]. (2) Given the reactants [CH2:1]([O:3][C:4]([C:6]1[CH:7]([C:25]2[CH:30]=[CH:29][C:28]([C:31]#[N:32])=[CH:27][C:26]=2Br)[N:8]([CH3:24])[C:9](=[O:23])[N:10]([C:13]2[CH:18]=[CH:17][CH:16]=[C:15]([C:19]([F:22])([F:21])[F:20])[CH:14]=2)[C:11]=1[CH3:12])=[O:5])[CH3:2].Cl[CH2:35]Cl.[C:37]([O-:40])(=[O:39])C.[Na+].[C]=O, predict the reaction product. The product is: [CH2:1]([O:3][C:4]([C:6]1[CH:7]([C:25]2[CH:30]=[CH:29][C:28]([C:31]#[N:32])=[CH:27][C:26]=2[C:37]([O:40][CH3:35])=[O:39])[N:8]([CH3:24])[C:9](=[O:23])[N:10]([C:13]2[CH:18]=[CH:17][CH:16]=[C:15]([C:19]([F:22])([F:21])[F:20])[CH:14]=2)[C:11]=1[CH3:12])=[O:5])[CH3:2].